From a dataset of Reaction yield outcomes from USPTO patents with 853,638 reactions. Predict the reaction yield, written as a fraction of the theoretical maximum amount of product (1.0 means a 100% yield; for example, 0.34 means a 34% yield). (1) The reactants are [Br:1]N1C(=O)CCC1=O.[C:9]([C:11]1[C:20]2[C:15](=[CH:16][CH:17]=[CH:18][CH:19]=2)[C:14]([N:21]2[CH:25]=[CH:24][N:23]=[C:22]2[S:26][CH2:27][C:28]([O:30][CH2:31][CH3:32])=[O:29])=[CH:13][CH:12]=1)#[N:10]. The catalyst is ClCCl. The product is [Br:1][C:25]1[N:21]([C:14]2[C:15]3[C:20](=[CH:19][CH:18]=[CH:17][CH:16]=3)[C:11]([C:9]#[N:10])=[CH:12][CH:13]=2)[C:22]([S:26][CH2:27][C:28]([O:30][CH2:31][CH3:32])=[O:29])=[N:23][CH:24]=1. The yield is 0.715. (2) The reactants are [H-].[Al+3].[Li+].[H-].[H-].[H-].[CH2:7]([O:11][C:12]1[N:20]=[C:19]2[C:15]([N:16]=[CH:17][N:18]2[CH2:21][CH2:22][O:23][C:24]2[CH:29]=[CH:28][CH:27]=[C:26](C(OC)=O)[CH:25]=2)=[C:14]([NH2:34])[N:13]=1)[CH2:8][CH2:9][CH3:10].[OH-:35].[Na+].S(Cl)(Cl)=O.[C-]#N.[Na+].[Cl-].[NH4+]. The catalyst is C1COCC1.O.CN(C=O)C. The product is [CH2:7]([O:11][C:12]1[N:20]=[C:19]2[C:15]([N:16]=[CH:17][N:18]2[CH2:21][CH2:22][O:23][C:24]2[CH:29]=[CH:28][CH:27]=[C:26]([CH2:8][C:7]([O:11][CH3:12])=[O:35])[CH:25]=2)=[C:14]([NH2:34])[N:13]=1)[CH2:8][CH2:9][CH3:10]. The yield is 0.290. (3) The reactants are F[C:2]1[CH:11]=[CH:10][C:5]([C:6]([O:8][CH3:9])=[O:7])=[CH:4][C:3]=1[CH3:12].[Br:13][C:14]1[C:19]([CH2:20][CH3:21])=[CH:18][CH:17]=[CH:16][C:15]=1[OH:22].C(=O)([O-])[O-].[K+].[K+].O. The product is [Br:13][C:14]1[C:19]([CH2:20][CH3:21])=[CH:18][CH:17]=[CH:16][C:15]=1[O:22][C:2]1[CH:11]=[CH:10][C:5]([C:6]([O:8][CH3:9])=[O:7])=[CH:4][C:3]=1[CH3:12]. The yield is 0.600. The catalyst is CS(C)=O. (4) The reactants are [CH:1]1[C:10]2[C:5](=[CH:6][CH:7]=[CH:8][CH:9]=2)[CH:4]=[CH:3][C:2]=1[C:11](Cl)=[O:12].CO.[NH3:16]. No catalyst specified. The product is [CH:1]1[C:10]2[C:5](=[CH:6][CH:7]=[CH:8][CH:9]=2)[CH:4]=[CH:3][C:2]=1[C:11]([NH2:16])=[O:12]. The yield is 1.00. (5) The reactants are [Cl:1][C:2]1[N:6]2[C:7](=[O:18])[N:8]([C:12]3[CH:17]=[CH:16][CH:15]=[CH:14][CH:13]=3)[C:9]([CH3:11])=[CH:10][C:5]2=[N:4][CH:3]=1.[O:19]1CCOCC1. No catalyst specified. The product is [Cl:1][C:2]1[N:6]2[C:7](=[O:18])[N:8]([C:12]3[CH:13]=[CH:14][CH:15]=[CH:16][CH:17]=3)[C:9]([CH:11]=[O:19])=[CH:10][C:5]2=[N:4][CH:3]=1. The yield is 0.390.